Dataset: CYP3A4 inhibition data for predicting drug metabolism from PubChem BioAssay. Task: Regression/Classification. Given a drug SMILES string, predict its absorption, distribution, metabolism, or excretion properties. Task type varies by dataset: regression for continuous measurements (e.g., permeability, clearance, half-life) or binary classification for categorical outcomes (e.g., BBB penetration, CYP inhibition). Dataset: cyp3a4_veith. (1) The compound is COc1cc(OC)nc(NC(C)=O)n1. The result is 0 (non-inhibitor). (2) The molecule is O=C(NCCCn1ccnc1)c1ccc(Br)c(S(=O)(=O)N2CCOCC2)c1. The result is 1 (inhibitor).